Task: Regression. Given two drug SMILES strings and cell line genomic features, predict the synergy score measuring deviation from expected non-interaction effect.. Dataset: NCI-60 drug combinations with 297,098 pairs across 59 cell lines (1) Drug 1: C1CCN(CC1)CCOC2=CC=C(C=C2)C(=O)C3=C(SC4=C3C=CC(=C4)O)C5=CC=C(C=C5)O. Drug 2: CN(CC1=CN=C2C(=N1)C(=NC(=N2)N)N)C3=CC=C(C=C3)C(=O)NC(CCC(=O)O)C(=O)O. Cell line: CAKI-1. Synergy scores: CSS=25.7, Synergy_ZIP=-6.03, Synergy_Bliss=-1.90, Synergy_Loewe=-30.1, Synergy_HSA=0.438. (2) Drug 2: CCC1(C2=C(COC1=O)C(=O)N3CC4=CC5=C(C=CC(=C5CN(C)C)O)N=C4C3=C2)O.Cl. Synergy scores: CSS=28.1, Synergy_ZIP=-0.806, Synergy_Bliss=-1.27, Synergy_Loewe=-27.9, Synergy_HSA=-1.07. Drug 1: C1=NNC2=C1C(=O)NC=N2. Cell line: SK-MEL-5. (3) Drug 1: C1=CC(=CC=C1CCCC(=O)O)N(CCCl)CCCl. Drug 2: C1=NC(=NC(=O)N1C2C(C(C(O2)CO)O)O)N. Cell line: U251. Synergy scores: CSS=25.9, Synergy_ZIP=-10.4, Synergy_Bliss=-7.61, Synergy_Loewe=-7.39, Synergy_HSA=-7.21. (4) Cell line: PC-3. Drug 1: CN(C)N=NC1=C(NC=N1)C(=O)N. Drug 2: CC1=C2C(C(=O)C3(C(CC4C(C3C(C(C2(C)C)(CC1OC(=O)C(C(C5=CC=CC=C5)NC(=O)C6=CC=CC=C6)O)O)OC(=O)C7=CC=CC=C7)(CO4)OC(=O)C)O)C)OC(=O)C. Synergy scores: CSS=40.9, Synergy_ZIP=-2.29, Synergy_Bliss=-2.25, Synergy_Loewe=-54.4, Synergy_HSA=-2.40. (5) Synergy scores: CSS=6.45, Synergy_ZIP=-0.434, Synergy_Bliss=5.57, Synergy_Loewe=3.55, Synergy_HSA=3.60. Drug 2: CN(CC1=CN=C2C(=N1)C(=NC(=N2)N)N)C3=CC=C(C=C3)C(=O)NC(CCC(=O)O)C(=O)O. Drug 1: C1CC(=O)NC(=O)C1N2CC3=C(C2=O)C=CC=C3N. Cell line: SK-MEL-28. (6) Synergy scores: CSS=-4.57, Synergy_ZIP=-1.55, Synergy_Bliss=-8.95, Synergy_Loewe=-14.2, Synergy_HSA=-10.1. Drug 1: CN(C)N=NC1=C(NC=N1)C(=O)N. Cell line: HT29. Drug 2: C1CNP(=O)(OC1)N(CCCl)CCCl.